From a dataset of Catalyst prediction with 721,799 reactions and 888 catalyst types from USPTO. Predict which catalyst facilitates the given reaction. (1) Reactant: [F:1][C:2]([F:14])([F:13])[O:3][C:4]1[CH:9]=[CH:8][C:7]([C:10](=[O:12])[CH3:11])=[CH:6][CH:5]=1.C([O:17][C:18](=O)[C:19]([F:22])([F:21])[F:20])C.OS(O)(=O)=O. Product: [F:20][C:19]([F:22])([F:21])/[C:18](/[OH:17])=[CH:11]/[C:10]([C:7]1[CH:6]=[CH:5][C:4]([O:3][C:2]([F:13])([F:14])[F:1])=[CH:9][CH:8]=1)=[O:12]. The catalyst class is: 11. (2) Reactant: C(=O)(O)[O-].[Na+].Cl.[NH2:7][OH:8].[CH2:9]([C:12]1[CH:19]=[CH:18][CH:17]=[C:16]([Cl:20])[C:13]=1[CH:14]=O)[CH:10]=[CH2:11]. Product: [CH2:9]([C:12]1[CH:19]=[CH:18][CH:17]=[C:16]([Cl:20])[C:13]=1[CH:14]=[N:7][OH:8])[CH:10]=[CH2:11]. The catalyst class is: 72.